From a dataset of Full USPTO retrosynthesis dataset with 1.9M reactions from patents (1976-2016). Predict the reactants needed to synthesize the given product. (1) Given the product [Cl:54][C:55]1[CH:61]=[CH:60][CH:59]=[CH:58][C:56]=1[NH:57][C:18]([C:11]1[CH:12]=[C:13]([C:14]([F:15])([F:17])[F:16])[N:9]([C:4]2[CH:5]=[CH:6][C:7]([Cl:8])=[C:2]([Cl:1])[CH:3]=2)[N:10]=1)=[O:19], predict the reactants needed to synthesize it. The reactants are: [Cl:1][C:2]1[CH:3]=[C:4]([N:9]2[C:13]([C:14]([F:17])([F:16])[F:15])=[CH:12][C:11]([C:18](O)=[O:19])=[N:10]2)[CH:5]=[CH:6][C:7]=1[Cl:8].CCN(C(C)C)C(C)C.CN(C(ON1N=NC2C=CC=NC1=2)=[N+](C)C)C.F[P-](F)(F)(F)(F)F.[Cl:54][C:55]1[CH:61]=[CH:60][CH:59]=[CH:58][C:56]=1[NH2:57]. (2) The reactants are: [Br:1][C:2]1[CH:7]=[CH:6][C:5]([CH2:8][C:9]#N)=[C:4]([CH3:11])[CH:3]=1.[CH3:12]C(C)([O-])C.[K+].IC.CC(O)=O.C[N:25]([CH:27]=O)C. Given the product [Br:1][C:2]1[CH:7]=[CH:6][C:5]([C:8]([CH3:12])([CH3:9])[C:27]#[N:25])=[C:4]([CH3:11])[CH:3]=1, predict the reactants needed to synthesize it. (3) Given the product [OH:11][C:12]1([CH3:6])[CH2:16][CH2:15][N:14]([C:17]([O:19][C:20]([CH3:23])([CH3:22])[CH3:21])=[O:18])[CH2:13]1, predict the reactants needed to synthesize it. The reactants are: [Li+].[Cl-].C[Mg+].[Br-].[CH2:6](OCC)C.[O:11]=[C:12]1[CH2:16][CH2:15][N:14]([C:17]([O:19][C:20]([CH3:23])([CH3:22])[CH3:21])=[O:18])[CH2:13]1.[NH4+].[Cl-]. (4) Given the product [N:26]1[C:27]([C:35]2[CH:36]=[C:37]([NH:41][C:23]([C:18]3[C:19](=[O:22])[O:20][C:21]4[C:16]([CH:17]=3)=[CH:15][CH:14]=[CH:13][C:12]=4[O:11][CH3:10])=[O:25])[CH:38]=[CH:39][CH:40]=2)=[CH:28][N:29]2[CH:34]=[CH:33][CH:32]=[CH:31][C:30]=12, predict the reactants needed to synthesize it. The reactants are: C(N(C(C)C)CC)(C)C.[CH3:10][O:11][C:12]1[CH:13]=[CH:14][CH:15]=[C:16]2[C:21]=1[O:20][C:19](=[O:22])[C:18]([C:23]([OH:25])=O)=[CH:17]2.[N:26]1[C:27]([C:35]2[CH:36]=[C:37]([NH2:41])[CH:38]=[CH:39][CH:40]=2)=[CH:28][N:29]2[CH:34]=[CH:33][CH:32]=[CH:31][C:30]=12. (5) Given the product [OH:1][C:2]1[C:3]([CH3:36])=[C:4]([CH:29]=[CH:30][C:31]=1[C:32](=[O:35])[CH2:33][CH3:34])[O:5][CH2:6][C:7]1[CH:12]=[CH:11][C:10]([CH:13]([O:22][CH:23]2[CH2:28][CH2:27][CH2:26][CH2:25][O:24]2)[C:14]2[CH:15]=[C:16]([CH:19]=[CH:20][CH:21]=2)[C:17]([OH:39])=[O:37])=[CH:9][CH:8]=1, predict the reactants needed to synthesize it. The reactants are: [OH:1][C:2]1[C:3]([CH3:36])=[C:4]([CH:29]=[CH:30][C:31]=1[C:32](=[O:35])[CH2:33][CH3:34])[O:5][CH2:6][C:7]1[CH:12]=[CH:11][C:10]([CH:13]([O:22][CH:23]2[CH2:28][CH2:27][CH2:26][CH2:25][O:24]2)[C:14]2[CH:15]=[C:16]([CH:19]=[CH:20][CH:21]=2)[C:17]#N)=[CH:9][CH:8]=1.[OH-:37].[K+].[OH2:39]. (6) Given the product [CH3:10][O:9][C:7]1[CH:6]=[C:5]([CH2:11][C:12]([O:14][CH3:19])=[O:13])[CH:4]=[C:3]([O:2][CH3:1])[CH:8]=1, predict the reactants needed to synthesize it. The reactants are: [CH3:1][O:2][C:3]1[CH:4]=[C:5]([CH2:11][C:12]([OH:14])=[O:13])[CH:6]=[C:7]([O:9][CH3:10])[CH:8]=1.S(Cl)(Cl)=O.[CH3:19]O.